From a dataset of Full USPTO retrosynthesis dataset with 1.9M reactions from patents (1976-2016). Predict the reactants needed to synthesize the given product. (1) Given the product [C:24]1([C:22]#[C:23][C:5]2[CH:6]=[CH:7][CH:8]=[C:3]([C:2]([F:1])([F:20])[F:21])[CH:4]=2)[CH2:29][CH2:28][CH2:27][CH2:26][CH:25]=1, predict the reactants needed to synthesize it. The reactants are: [F:1][C:2]([F:21])([F:20])[C:3]1[CH:4]=[C:5](OS(C2C=CC(C)=CC=2)(=O)=O)[CH:6]=[CH:7][CH:8]=1.[C:22]([C:24]1[CH2:29][CH2:28][CH2:27][CH2:26][CH:25]=1)#[CH:23]. (2) Given the product [C:1]([C:4]1[CH:56]=[CH:55][C:7]2[NH:8][C:9]([C:11]3[CH:12]=[C:13]([CH2:29][C:30]([NH:32][C@@H:33]([CH2:44][C:45]([OH:47])=[O:46])[C:34]([OH:36])=[O:35])=[O:31])[CH:14]=[C:15]([C:18]4[CH:23]=[C:22]([S:24](=[O:27])(=[O:26])[NH2:25])[CH:21]=[CH:20][C:19]=4[OH:28])[C:16]=3[OH:17])=[N:10][C:6]=2[CH:5]=1)(=[NH:2])[NH2:3], predict the reactants needed to synthesize it. The reactants are: [C:1]([C:4]1[CH:56]=[CH:55][C:7]2[NH:8][C:9]([C:11]3[CH:12]=[C:13]([CH2:29][C:30]([NH:32][C@@H:33]([CH2:44][C:45]([O:47]CC4C=CC=CC=4)=[O:46])[C:34]([O:36]CC4C=CC=CC=4)=[O:35])=[O:31])[CH:14]=[C:15]([C:18]4[CH:23]=[C:22]([S:24](=[O:27])(=[O:26])[NH2:25])[CH:21]=[CH:20][C:19]=4[OH:28])[C:16]=3[OH:17])=[N:10][C:6]=2[CH:5]=1)(=[NH:3])[NH2:2].[H][H]. (3) Given the product [F:1][C:2]1[C:7]([O:8][CH3:9])=[CH:6][C:5]([NH:10][C:11]2[CH:16]=[CH:15][C:14]([N:17]3[CH2:18][CH:19]([O:21][CH2:22][CH2:23][OH:24])[CH2:20]3)=[CH:13][CH:12]=2)=[C:4]([N+:31]([O-:33])=[O:32])[CH:3]=1, predict the reactants needed to synthesize it. The reactants are: [F:1][C:2]1[C:7]([O:8][CH3:9])=[CH:6][C:5]([NH:10][C:11]2[CH:16]=[CH:15][C:14]([N:17]3[CH2:20][CH:19]([O:21][CH2:22][CH2:23][O:24]C4CCCCO4)[CH2:18]3)=[CH:13][CH:12]=2)=[C:4]([N+:31]([O-:33])=[O:32])[CH:3]=1.Cl.C(O)(C)C.C(=O)([O-])O.[Na+]. (4) Given the product [C:1]([O:5][C:6](=[O:22])[NH:7][C:8]1[CH:13]=[C:12]([CH2:14][CH2:15][CH3:16])[C:11]([C:17]([F:20])([F:19])[F:18])=[CH:10][C:9]=1[NH:21][C:28](=[O:27])[CH2:29][C:30]([C:32]1[CH:37]=[CH:36][CH:35]=[C:34]([C:38]2[CH:39]=[C:40]([CH3:45])[N:41]=[C:42]([CH3:44])[CH:43]=2)[CH:33]=1)=[O:31])([CH3:2])([CH3:3])[CH3:4], predict the reactants needed to synthesize it. The reactants are: [C:1]([O:5][C:6](=[O:22])[NH:7][C:8]1[CH:13]=[C:12]([CH2:14][CH2:15][CH3:16])[C:11]([C:17]([F:20])([F:19])[F:18])=[CH:10][C:9]=1[NH2:21])([CH3:4])([CH3:3])[CH3:2].C([O:27][C:28](=O)[CH2:29][C:30]([C:32]1[CH:37]=[CH:36][CH:35]=[C:34]([C:38]2[CH:43]=[C:42]([CH3:44])[N:41]=[C:40]([CH3:45])[CH:39]=2)[CH:33]=1)=[O:31])(C)(C)C. (5) Given the product [CH:18]1([N:15]2[CH2:14][CH2:13][C:12]3[CH:22]=[CH:23][C:9]([CH2:8][C:5]4[N:6]=[CH:7][C:2]([N:24]5[CH2:28][CH2:27][CH2:26][C:25]5=[O:29])=[CH:3][CH:4]=4)=[CH:10][C:11]=3[CH2:17][CH2:16]2)[CH2:21][CH2:20][CH2:19]1, predict the reactants needed to synthesize it. The reactants are: Br[C:2]1[CH:3]=[CH:4][C:5]([CH2:8][C:9]2[CH:23]=[CH:22][C:12]3[CH2:13][CH2:14][N:15]([CH:18]4[CH2:21][CH2:20][CH2:19]4)[CH2:16][CH2:17][C:11]=3[CH:10]=2)=[N:6][CH:7]=1.[NH:24]1[CH2:28][CH2:27][CH2:26][C:25]1=[O:29].C(=O)([O-])[O-].[K+].[K+].CNCCNC.[I-].